Predict the reactants needed to synthesize the given product. From a dataset of Full USPTO retrosynthesis dataset with 1.9M reactions from patents (1976-2016). (1) Given the product [CH3:5][C:2]([C:6]1[CH:7]=[C:8]([C:16]2[CH:21]=[CH:20][CH:19]=[C:18]([CH2:22][CH:23]3[S:27][C:26](=[S:28])[NH:25][C:24]3=[O:29])[CH:17]=2)[CH:9]=[C:10]([N+:13]([O-:15])=[O:14])[C:11]=1[OH:12])([CH3:1])[CH2:3][CH3:4], predict the reactants needed to synthesize it. The reactants are: [CH3:1][C:2]([C:6]1[CH:7]=[C:8]([C:16]2[CH:21]=[CH:20][CH:19]=[C:18]([CH:22]=[C:23]3[S:27][C:26](=[S:28])[NH:25][C:24]3=[O:29])[CH:17]=2)[CH:9]=[C:10]([N+:13]([O-:15])=[O:14])[C:11]=1[OH:12])([CH3:5])[CH2:3][CH3:4].[BH4-].[Li+].N1C=CC=CC=1. (2) Given the product [Br:28][CH2:13][C:11]1[N:12]=[C:8]([C:4]2[CH:5]=[N:6][CH:7]=[C:2]([Cl:1])[CH:3]=2)[N:9]([CH2:19][C:20]2[CH:25]=[C:24]([Cl:26])[CH:23]=[CH:22][C:21]=2[Cl:27])[C:10]=1[C:15]([O:17][CH3:18])=[O:16], predict the reactants needed to synthesize it. The reactants are: [Cl:1][C:2]1[CH:3]=[C:4]([C:8]2[N:9]([CH2:19][C:20]3[CH:25]=[C:24]([Cl:26])[CH:23]=[CH:22][C:21]=3[Cl:27])[C:10]([C:15]([O:17][CH3:18])=[O:16])=[C:11]([CH2:13]O)[N:12]=2)[CH:5]=[N:6][CH:7]=1.[Br:28]P(Br)Br.O. (3) The reactants are: C1(CC(Cl)=O)C=CC=CC=1.[F:11][C:12]1[CH:25]=[CH:24][C:15](/[CH:16]=[C:17]2/[C:18](=[O:23])[NH:19][C:20](=[O:22])[S:21]/2)=[CH:14][C:13]=1[C:26]1[CH:31]=[N:30][CH:29]=[C:28]([N:32]2[CH2:38][CH2:37][CH2:36][N:35]([C:39](=[O:47])[CH2:40][C:41]3[CH:46]=[CH:45][CH:44]=[CH:43][CH:42]=3)[CH2:34][CH2:33]2)[N:27]=1. Given the product [F:11][C:12]1[CH:25]=[CH:24][C:15]([CH:16]=[C:17]2[S:21][C:20](=[O:22])[NH:19][C:18]2=[O:23])=[CH:14][C:13]=1[C:26]1[CH:31]=[N:30][CH:29]=[C:28]([N:32]2[CH2:38][CH2:37][CH2:36][N:35]([C:39](=[O:47])[CH2:40][C:41]3[CH:46]=[CH:45][CH:44]=[CH:43][CH:42]=3)[CH2:34][CH2:33]2)[N:27]=1, predict the reactants needed to synthesize it. (4) Given the product [Cl:42][C:43]1[CH:49]=[CH:48][C:46]([NH:47][C:27]2[C:36]3[C:31](=[CH:32][C:33]([O:40][CH3:41])=[C:34]([NH2:37])[CH:35]=3)[N:30]=[CH:29][N:28]=2)=[CH:45][C:44]=1[C:50]([F:51])([F:52])[F:53], predict the reactants needed to synthesize it. The reactants are: ClC1C=C(NC2C3C(=CC(OCCOC)=C(N)C=3)N=CN=2)C=CC=1F.Cl[C:27]1[C:36]2[C:31](=[CH:32][C:33]([O:40][CH3:41])=[C:34]([N+:37]([O-])=O)[CH:35]=2)[N:30]=[CH:29][N:28]=1.[Cl:42][C:43]1[CH:49]=[CH:48][C:46]([NH2:47])=[CH:45][C:44]=1[C:50]([F:53])([F:52])[F:51].